Dataset: NCI-60 drug combinations with 297,098 pairs across 59 cell lines. Task: Regression. Given two drug SMILES strings and cell line genomic features, predict the synergy score measuring deviation from expected non-interaction effect. (1) Drug 1: CCC(=C(C1=CC=CC=C1)C2=CC=C(C=C2)OCCN(C)C)C3=CC=CC=C3.C(C(=O)O)C(CC(=O)O)(C(=O)O)O. Drug 2: CN1C2=C(C=C(C=C2)N(CCCl)CCCl)N=C1CCCC(=O)O.Cl. Cell line: CCRF-CEM. Synergy scores: CSS=-3.49, Synergy_ZIP=-0.0548, Synergy_Bliss=-5.72, Synergy_Loewe=-5.12, Synergy_HSA=-7.37. (2) Drug 1: CS(=O)(=O)C1=CC(=C(C=C1)C(=O)NC2=CC(=C(C=C2)Cl)C3=CC=CC=N3)Cl. Drug 2: CC1C(C(CC(O1)OC2CC(CC3=C2C(=C4C(=C3O)C(=O)C5=C(C4=O)C(=CC=C5)OC)O)(C(=O)CO)O)N)O.Cl. Cell line: SF-268. Synergy scores: CSS=45.9, Synergy_ZIP=-2.53, Synergy_Bliss=-2.35, Synergy_Loewe=-3.33, Synergy_HSA=0.609. (3) Drug 1: COC1=C2C(=CC3=C1OC=C3)C=CC(=O)O2. Drug 2: C1C(C(OC1N2C=NC3=C2NC=NCC3O)CO)O. Cell line: HS 578T. Synergy scores: CSS=2.78, Synergy_ZIP=-1.88, Synergy_Bliss=-3.00, Synergy_Loewe=-2.32, Synergy_HSA=-2.66. (4) Drug 1: C1CC(C1)(C(=O)O)C(=O)O.[NH2-].[NH2-].[Pt+2]. Drug 2: C1CN(CCN1C(=O)CCBr)C(=O)CCBr. Cell line: SR. Synergy scores: CSS=84.5, Synergy_ZIP=3.37, Synergy_Bliss=2.70, Synergy_Loewe=-2.54, Synergy_HSA=4.17. (5) Drug 1: CC1C(C(=O)NC(C(=O)N2CCCC2C(=O)N(CC(=O)N(C(C(=O)O1)C(C)C)C)C)C(C)C)NC(=O)C3=C4C(=C(C=C3)C)OC5=C(C(=O)C(=C(C5=N4)C(=O)NC6C(OC(=O)C(N(C(=O)CN(C(=O)C7CCCN7C(=O)C(NC6=O)C(C)C)C)C)C(C)C)C)N)C. Drug 2: CN(CCCl)CCCl.Cl. Cell line: CAKI-1. Synergy scores: CSS=30.0, Synergy_ZIP=-8.71, Synergy_Bliss=-8.91, Synergy_Loewe=-7.47, Synergy_HSA=-4.47. (6) Drug 1: CNC(=O)C1=NC=CC(=C1)OC2=CC=C(C=C2)NC(=O)NC3=CC(=C(C=C3)Cl)C(F)(F)F. Synergy scores: CSS=9.22, Synergy_ZIP=1.36, Synergy_Bliss=-1.12, Synergy_Loewe=-3.10, Synergy_HSA=0.455. Cell line: SK-MEL-5. Drug 2: CN(C(=O)NC(C=O)C(C(C(CO)O)O)O)N=O.